From a dataset of Full USPTO retrosynthesis dataset with 1.9M reactions from patents (1976-2016). Predict the reactants needed to synthesize the given product. (1) Given the product [NH2:1][C:2]1[N:7]=[CH:6][N:5]=[C:4]2[N:8]([CH:12]([C:14]3[CH:15]=[C:16]4[N:21]([C:22]=3[C:23]3[CH2:24][CH2:25][N:26]([C:29]([O:31][C:32]([CH3:35])([CH3:34])[CH3:33])=[O:30])[CH2:27][CH:28]=3)[CH:20]=[CH:19][CH:18]=[CH:17]4)[CH3:13])[N:9]=[C:10]([C:39]3[CH:40]=[C:41]([OH:43])[CH:42]=[C:37]([F:36])[CH:38]=3)[C:3]=12, predict the reactants needed to synthesize it. The reactants are: [NH2:1][C:2]1[N:7]=[CH:6][N:5]=[C:4]2[N:8]([CH:12]([C:14]3[CH:15]=[C:16]4[N:21]([C:22]=3[C:23]3[CH2:24][CH2:25][N:26]([C:29]([O:31][C:32]([CH3:35])([CH3:34])[CH3:33])=[O:30])[CH2:27][CH:28]=3)[CH:20]=[CH:19][CH:18]=[CH:17]4)[CH3:13])[N:9]=[C:10](I)[C:3]=12.[F:36][C:37]1[CH:38]=[C:39](B(O)O)[CH:40]=[C:41]([OH:43])[CH:42]=1.C(=O)([O-])[O-].[Na+].[Na+]. (2) Given the product [CH3:13][O:14][C:15]1[CH:16]=[C:17]2[C:22](=[CH:23][C:24]=1[O:25][CH3:26])[N:21]=[CH:20][CH:19]=[C:18]2[O:27][C:28]1[CH:34]=[CH:33][C:31]([NH:32][C:11]([NH:10][C:8](=[O:9])[C:4]2[CH:5]=[CH:6][CH:7]=[C:2]([CH3:1])[CH:3]=2)=[S:12])=[C:30]([CH3:35])[C:29]=1[CH3:36], predict the reactants needed to synthesize it. The reactants are: [CH3:1][C:2]1[CH:3]=[C:4]([C:8]([N:10]=[C:11]=[S:12])=[O:9])[CH:5]=[CH:6][CH:7]=1.[CH3:13][O:14][C:15]1[CH:16]=[C:17]2[C:22](=[CH:23][C:24]=1[O:25][CH3:26])[N:21]=[CH:20][CH:19]=[C:18]2[O:27][C:28]1[CH:34]=[CH:33][C:31]([NH2:32])=[C:30]([CH3:35])[C:29]=1[CH3:36].C1(C)C=CC=CC=1. (3) Given the product [CH3:22][C@H:11]1[CH2:10][N:9]([CH2:8][C:5]2[CH:6]=[CH:7][C:2]([NH:1][CH3:23])=[CH:3][CH:4]=2)[CH2:14][CH2:13][N:12]1[C:15]([O:17][C:18]([CH3:21])([CH3:20])[CH3:19])=[O:16], predict the reactants needed to synthesize it. The reactants are: [NH2:1][C:2]1[CH:7]=[CH:6][C:5]([CH2:8][N:9]2[CH2:14][CH2:13][N:12]([C:15]([O:17][C:18]([CH3:21])([CH3:20])[CH3:19])=[O:16])[C@@H:11]([CH3:22])[CH2:10]2)=[CH:4][CH:3]=1.[CH2:23]=O.C[O-].[Na+].[BH4-].[Na+]. (4) Given the product [C:1]([O:5][C:6](=[O:22])[NH:7][C:8]1[CH:13]=[CH:12][C:11]([C:14]2[CH:15]=[CH:16][C:17]([F:20])=[CH:18][CH:19]=2)=[CH:10][C:9]=1[NH:21][C:28](=[O:29])[CH2:27][C:26](=[O:25])[C:31]1[CH:36]=[CH:35][CH:34]=[C:33]([N:37]2[CH:41]=[N:40][CH:39]=[N:38]2)[CH:32]=1)([CH3:4])([CH3:2])[CH3:3], predict the reactants needed to synthesize it. The reactants are: [C:1]([O:5][C:6](=[O:22])[NH:7][C:8]1[CH:13]=[CH:12][C:11]([C:14]2[CH:19]=[CH:18][C:17]([F:20])=[CH:16][CH:15]=2)=[CH:10][C:9]=1[NH2:21])([CH3:4])([CH3:3])[CH3:2].CC1(C)[O:29][C:28](=O)[CH:27]=[C:26]([C:31]2[CH:36]=[CH:35][CH:34]=[C:33]([N:37]3[CH:41]=[N:40][CH:39]=[N:38]3)[CH:32]=2)[O:25]1. (5) Given the product [CH3:45][O:44][CH2:43][C@H:42]([CH3:46])[O:41][C:26]1[CH:27]=[C:28]([CH:29]=[C:24]([C:21]2[NH:20][C:19]([C:17]3[O:1][C@@H:2]([CH3:47])[C@@H:3]([CH2:4][O:5][Si:6]([CH:10]([CH3:12])[CH3:11])([CH:7]([CH3:8])[CH3:9])[CH:13]([CH3:14])[CH3:15])[N:16]=3)=[CH:23][CH:22]=2)[CH:25]=1)[O:30][C:31]1[CH:36]=[CH:35][C:34]([S:37]([CH3:40])(=[O:38])=[O:39])=[N:33][CH:32]=1, predict the reactants needed to synthesize it. The reactants are: [OH:1][C@H:2]([CH3:47])[C@H:3]([NH:16][C:17]([C:19]1[NH:20][C:21]([C:24]2[CH:29]=[C:28]([O:30][C:31]3[CH:32]=[N:33][C:34]([S:37]([CH3:40])(=[O:39])=[O:38])=[CH:35][CH:36]=3)[CH:27]=[C:26]([O:41][C@@H:42]([CH3:46])[CH2:43][O:44][CH3:45])[CH:25]=2)=[CH:22][CH:23]=1)=O)[CH2:4][O:5][Si:6]([CH:13]([CH3:15])[CH3:14])([CH:10]([CH3:12])[CH3:11])[CH:7]([CH3:9])[CH3:8].CS(O)(=O)=O.C(N(CC)CC)C.C(=O)([O-])O.[Na+]. (6) Given the product [CH:63]1([CH2:69][NH:70][C:27]([C:14]2[C:13]([C:11]3[C:10]([CH3:30])=[C:9]([F:31])[CH:8]=[C:7]([C:5]([NH:4][CH:1]4[CH2:2][CH2:3]4)=[O:6])[CH:12]=3)=[CH:18][CH:17]=[C:16]([C:19]([NH:21][CH2:22][C:23]([CH3:25])([CH3:24])[CH3:26])=[O:20])[CH:15]=2)=[O:29])[CH2:68][CH2:67][CH2:66][CH2:65][CH2:64]1, predict the reactants needed to synthesize it. The reactants are: [CH:1]1([NH:4][C:5]([C:7]2[CH:8]=[C:9]([F:31])[C:10]([CH3:30])=[C:11]([C:13]3[C:14]([C:27]([OH:29])=O)=[CH:15][C:16]([C:19]([NH:21][CH2:22][C:23]([CH3:26])([CH3:25])[CH3:24])=[O:20])=[CH:17][CH:18]=3)[CH:12]=2)=[O:6])[CH2:3][CH2:2]1.CN(C(ON1N=NC2C=CC=CC1=2)=[N+](C)C)C.F[P-](F)(F)(F)(F)F.CCN(CC)CC.[CH:63]1([CH2:69][NH2:70])[CH2:68][CH2:67][CH2:66][CH2:65][CH2:64]1.